This data is from Peptide-MHC class I binding affinity with 185,985 pairs from IEDB/IMGT. The task is: Regression. Given a peptide amino acid sequence and an MHC pseudo amino acid sequence, predict their binding affinity value. This is MHC class I binding data. (1) The binding affinity (normalized) is 0.149. The peptide sequence is LYAEERYPIL. The MHC is H-2-Kd with pseudo-sequence H-2-Kd. (2) The peptide sequence is CYMHVSDFY. The MHC is HLA-A69:01 with pseudo-sequence HLA-A69:01. The binding affinity (normalized) is 0.0847. (3) The peptide sequence is FRDYVDRFYK. The MHC is HLA-B40:02 with pseudo-sequence HLA-B40:02. The binding affinity (normalized) is 0. (4) The peptide sequence is HAVWYVASF. The MHC is HLA-A02:01 with pseudo-sequence HLA-A02:01. The binding affinity (normalized) is 0.0847. (5) The peptide sequence is SHLENMKSL. The MHC is H-2-Db with pseudo-sequence H-2-Db. The binding affinity (normalized) is 0.191. (6) The peptide sequence is FLADYGWRL. The MHC is HLA-C12:03 with pseudo-sequence HLA-C12:03. The binding affinity (normalized) is 0.443. (7) The peptide sequence is VPLSEDQLL. The MHC is HLA-B54:01 with pseudo-sequence HLA-B54:01. The binding affinity (normalized) is 0.0641. (8) The peptide sequence is WTTYMDTFFR. The MHC is H-2-Db with pseudo-sequence H-2-Db. The binding affinity (normalized) is 0.